Dataset: Catalyst prediction with 721,799 reactions and 888 catalyst types from USPTO. Task: Predict which catalyst facilitates the given reaction. (1) Reactant: [NH2:1][C:2]1[O:3][CH2:4][C@@:5]2([N:22]=1)[C:18]1[CH:17]=[C:16]([OH:19])[CH:15]=[C:14]([F:20])[C:13]=1[O:12][C:11]1[C:6]2=[CH:7][C:8](Br)=[CH:9][CH:10]=1.C(P(C(C)(C)C)C1C=CC=CC=1C1C(C(C)C)=CC(C(C)C)=CC=1C(C)C)(C)(C)C.CC(C)([O-])C.[Na+].[CH3:59][O:60][C:61]1[CH:62]=[C:63]([CH:65]=[CH:66][CH:67]=1)[NH2:64]. Product: [NH2:1][C:2]1[O:3][CH2:4][C@@:5]2([N:22]=1)[C:18]1[CH:17]=[C:16]([OH:19])[CH:15]=[C:14]([F:20])[C:13]=1[O:12][C:11]1[C:6]2=[CH:7][C:8]([NH:64][C:63]2[CH:65]=[CH:66][CH:67]=[C:61]([O:60][CH3:59])[CH:62]=2)=[CH:9][CH:10]=1. The catalyst class is: 187. (2) Reactant: [SH:1][CH2:2][CH2:3][C:4]([O:6][CH3:7])=[O:5].C[Si]([N-][Si](C)(C)C)(C)C.[Na+].[Cl:18][C:19]1[S:26][C:25]2[CH:24]=[C:23]([C:27]([NH:29][C@@H:30]3[CH2:38][C:37]4[C:32](=[CH:33][CH:34]=[CH:35][CH:36]=4)[C@H:31]3[CH2:39]OS(C)(=O)=O)=[O:28])[NH:22][C:21]=2[C:20]=1[Cl:45].[Cl-].[NH4+]. Product: [CH3:7][O:6][C:4](=[O:5])[CH2:3][CH2:2][S:1][CH2:39][C@@H:31]1[C:32]2[C:37](=[CH:36][CH:35]=[CH:34][CH:33]=2)[CH2:38][C@H:30]1[NH:29][C:27]([C:23]1[NH:22][C:21]2[C:20]([Cl:45])=[C:19]([Cl:18])[S:26][C:25]=2[CH:24]=1)=[O:28]. The catalyst class is: 1.